This data is from Full USPTO retrosynthesis dataset with 1.9M reactions from patents (1976-2016). The task is: Predict the reactants needed to synthesize the given product. (1) Given the product [ClH:19].[ClH:19].[F:7][CH2:6][CH2:5][C:3]([CH3:4])([NH2:8])[CH2:1][NH2:2], predict the reactants needed to synthesize it. The reactants are: [C:1]([C:3]([NH:8]C(=O)OCC1C=CC=CC=1)([CH2:5][CH2:6][F:7])[CH3:4])#[N:2].[Cl:19]CCl.C1CCCCC1. (2) Given the product [Cl:1][C:2]1[C:3]2[C:10]([CH2:11][OH:12])=[CH:9][NH:8][C:4]=2[N:5]=[CH:6][N:7]=1, predict the reactants needed to synthesize it. The reactants are: [Cl:1][C:2]1[C:3]2[C:10]([CH:11]=[O:12])=[CH:9][NH:8][C:4]=2[N:5]=[CH:6][N:7]=1.[BH4-].[Na+]. (3) Given the product [CH3:1][C:2]1[CH:7]=[C:6]([S:8][CH:9]([C:11]2[CH:12]=[C:13]([C:17]3[CH:22]=[CH:21][C:20]([C:23]([F:24])([F:25])[F:26])=[CH:19][CH:18]=3)[CH:14]=[CH:15][CH:16]=2)[CH3:10])[CH:5]=[CH:4][C:3]=1[O:27][CH2:28][C:29]([OH:31])=[O:30], predict the reactants needed to synthesize it. The reactants are: [CH3:1][C:2]1[CH:7]=[C:6]([S:8][CH:9]([C:11]2[CH:12]=[C:13]([C:17]3[CH:22]=[CH:21][C:20]([C:23]([F:26])([F:25])[F:24])=[CH:19][CH:18]=3)[CH:14]=[CH:15][CH:16]=2)[CH3:10])[CH:5]=[CH:4][C:3]=1[O:27][CH2:28][C:29]([O:31]CC)=[O:30].[OH-].[Na+]. (4) Given the product [Cl:1][C:2]1[CH:3]=[C:4]([C:10]2[C:11]([CH3:26])=[N:12][N:13]([CH2:16][C:17]3[CH:25]=[CH:24][C:20]([C:21]([Cl:29])=[O:22])=[CH:19][CH:18]=3)[C:14]=2[CH3:15])[CH:5]=[CH:6][C:7]=1[C:8]#[N:9], predict the reactants needed to synthesize it. The reactants are: [Cl:1][C:2]1[CH:3]=[C:4]([C:10]2[C:11]([CH3:26])=[N:12][N:13]([CH2:16][C:17]3[CH:25]=[CH:24][C:20]([C:21](O)=[O:22])=[CH:19][CH:18]=3)[C:14]=2[CH3:15])[CH:5]=[CH:6][C:7]=1[C:8]#[N:9].S(Cl)([Cl:29])=O.CN(C=O)C.